This data is from Full USPTO retrosynthesis dataset with 1.9M reactions from patents (1976-2016). The task is: Predict the reactants needed to synthesize the given product. (1) Given the product [O:28]1[C:27]2[CH:31]=[CH:32][C:24]([CH2:23][N:22]3[C:6]([C:13]([OH:15])=[O:14])=[C:5]([C:16]4[CH:21]=[CH:20][CH:19]=[CH:18][CH:17]=4)[C:4]4[C:9](=[CH:10][CH:11]=[C:2]([F:1])[CH:3]=4)[C:8]3=[O:12])=[CH:25][C:26]=2[CH2:30][CH2:29]1, predict the reactants needed to synthesize it. The reactants are: [F:1][C:2]1[CH:3]=[C:4]2[C:9](=[CH:10][CH:11]=1)[C:8](=[O:12])O[C:6]([C:13]([OH:15])=[O:14])=[C:5]2[C:16]1[CH:21]=[CH:20][CH:19]=[CH:18][CH:17]=1.[NH2:22][CH2:23][C:24]1[CH:32]=[CH:31][C:27]2[O:28][CH2:29][CH2:30][C:26]=2[CH:25]=1.C(N(CC)CC)C. (2) Given the product [CH3:7][C:2]([C:8]1[CH:13]=[CH:12][CH:11]=[CH:10][N:9]=1)([CH3:1])[C:3]([N:5]([C:17]([CH:14]1[CH2:16][CH2:15]1)=[O:18])[NH2:6])=[O:4], predict the reactants needed to synthesize it. The reactants are: [CH3:1][C:2]([C:8]1[CH:13]=[CH:12][CH:11]=[CH:10][N:9]=1)([CH3:7])[C:3]([NH:5][NH2:6])=[O:4].[CH:14]1([C:17](Cl)=[O:18])[CH2:16][CH2:15]1.C(N(CC)CC)C. (3) The reactants are: [NH2:1][C:2]1[CH:3]=[C:4]([CH:21]=[CH:22][CH:23]=1)[CH2:5][NH:6][C:7]([NH:9][C:10]1[CH:15]=[CH:14][C:13]([Cl:16])=[C:12]([C:17]([F:20])([F:19])[F:18])[CH:11]=1)=[O:8].C(OCC)(OCC)OCC.[N-:34]=[N+:35]=[N-:36].[Na+].[C:38](O)(=O)C.Cl.N([O-])=O.[Na+]. Given the product [Cl:16][C:13]1[CH:14]=[CH:15][C:10]([NH:9][C:7]([NH:6][CH2:5][C:4]2[CH:21]=[CH:22][CH:23]=[C:2]([N:1]3[CH:38]=[N:36][N:35]=[N:34]3)[CH:3]=2)=[O:8])=[CH:11][C:12]=1[C:17]([F:20])([F:18])[F:19], predict the reactants needed to synthesize it. (4) Given the product [CH2:1]([O:8][C:9]([C:10]1[C:22]2[C:17](=[CH:18][CH:19]=[C:20]([CH2:23][CH2:24][OH:25])[CH:21]=2)[NH:16][C:11]=1[C:12]([F:15])([F:14])[F:13])=[O:27])[C:2]1[CH:7]=[CH:6][CH:5]=[CH:4][CH:3]=1, predict the reactants needed to synthesize it. The reactants are: [CH2:1]([O:8][C:9](=[O:27])/[CH:10]=[C:11](/[NH:16][C:17]1[CH:22]=[CH:21][C:20]([CH2:23][CH2:24][OH:25])=[CH:19][C:18]=1I)\[C:12]([F:15])([F:14])[F:13])[C:2]1[CH:7]=[CH:6][CH:5]=[CH:4][CH:3]=1.C(N(CC)CC)C. (5) Given the product [ClH:28].[F:26][C:23]([F:24])([F:25])[C:20]1[CH:19]=[CH:18][C:17]([NH:16][C:15]([N:11]2[CH2:12][CH2:13][CH2:14][NH:8][CH2:9][CH2:10]2)=[O:27])=[CH:22][CH:21]=1, predict the reactants needed to synthesize it. The reactants are: C(OC([N:8]1[CH2:14][CH2:13][CH2:12][N:11]([C:15](=[O:27])[NH:16][C:17]2[CH:22]=[CH:21][C:20]([C:23]([F:26])([F:25])[F:24])=[CH:19][CH:18]=2)[CH2:10][CH2:9]1)=O)(C)(C)C.[ClH:28]. (6) The reactants are: [CH2:1]([O:4][CH2:5]/[CH:6]=[CH:7]/[C@@H:8]1[O:12][C@@H:11]([CH2:13][CH2:14][C@@H:15]2[O:20][C@H:19]([CH2:21][C@H:22]3[C@H:26]([C@H:27](S(C4C=CC=CC=4)(=O)=O)[C:28](=[O:91])[CH2:29][C@@H:30]4[O:90][C@@H:34]5[C@H:35]([O:72][Si:73]([C:86]([CH3:89])([CH3:88])[CH3:87])([C:80]6[CH:85]=[CH:84][CH:83]=[CH:82][CH:81]=6)[C:74]6[CH:79]=[CH:78][CH:77]=[CH:76][CH:75]=6)[C@@H:36]6[O:41][C@H:40]([CH2:42][CH:43]([O:46][Si:47]([CH2:52][CH3:53])([CH2:50][CH3:51])[CH2:48][CH3:49])[CH:44]=[CH2:45])[C@H:39]([O:54][Si:55]([C:68]([CH3:71])([CH3:70])[CH3:69])([C:62]7[CH:67]=[CH:66][CH:65]=[CH:64][CH:63]=7)[C:56]7[CH:61]=[CH:60][CH:59]=[CH:58][CH:57]=7)[C@@H:37]6[O:38][C@H:33]5[CH2:32][CH2:31]4)[C@@H:25]([O:101][CH3:102])[C@@H:24]([CH2:103][C@H:104]([O:114][Si:115]([C:118]([CH3:121])([CH3:120])[CH3:119])([CH3:117])[CH3:116])[CH2:105][O:106][Si:107]([C:110]([CH3:113])([CH3:112])[CH3:111])([CH3:109])[CH3:108])[O:23]3)[C:18](=[CH2:122])[C@H:17]([CH3:123])[CH2:16]2)[C:10](=[CH2:124])[CH2:9]1)[CH:2]=[CH2:3].[I-].[I-].[Sm+2].[C@H](O)(C([O-])=O)[C@@H](O)C([O-])=O.[Na+].[K+].C(=O)([O-])[O-].[K+].[K+]. Given the product [CH2:1]([O:4][CH2:5]/[CH:6]=[CH:7]/[C@@H:8]1[O:12][C@@H:11]([CH2:13][CH2:14][C@@H:15]2[O:20][C@H:19]([CH2:21][C@H:22]3[C@H:26]([CH2:27][C:28](=[O:91])[CH2:29][C@@H:30]4[O:90][C@@H:34]5[C@H:35]([O:72][Si:73]([C:86]([CH3:87])([CH3:88])[CH3:89])([C:80]6[CH:81]=[CH:82][CH:83]=[CH:84][CH:85]=6)[C:74]6[CH:79]=[CH:78][CH:77]=[CH:76][CH:75]=6)[C@@H:36]6[O:41][C@H:40]([CH2:42][CH:43]([O:46][Si:47]([CH2:50][CH3:51])([CH2:52][CH3:53])[CH2:48][CH3:49])[CH:44]=[CH2:45])[C@H:39]([O:54][Si:55]([C:68]([CH3:69])([CH3:70])[CH3:71])([C:62]7[CH:63]=[CH:64][CH:65]=[CH:66][CH:67]=7)[C:56]7[CH:61]=[CH:60][CH:59]=[CH:58][CH:57]=7)[C@@H:37]6[O:38][C@H:33]5[CH2:32][CH2:31]4)[C@@H:25]([O:101][CH3:102])[C@@H:24]([CH2:103][C@H:104]([O:114][Si:115]([C:118]([CH3:119])([CH3:121])[CH3:120])([CH3:117])[CH3:116])[CH2:105][O:106][Si:107]([C:110]([CH3:113])([CH3:112])[CH3:111])([CH3:109])[CH3:108])[O:23]3)[C:18](=[CH2:122])[C@H:17]([CH3:123])[CH2:16]2)[C:10](=[CH2:124])[CH2:9]1)[CH:2]=[CH2:3], predict the reactants needed to synthesize it. (7) Given the product [Cl:1][C:2]1[CH:3]=[CH:4][C:5]([C:35]#[N:36])=[C:6]([C:8]2[C:13]([C:14]#[N:15])=[CH:12][N:11]([CH:16]([CH3:33])[C:17]([NH:19][C:20]3[CH:32]=[CH:31][C:23]([C:24]([OH:26])=[O:25])=[CH:22][CH:21]=3)=[O:18])[C:10](=[O:34])[CH:9]=2)[CH:7]=1, predict the reactants needed to synthesize it. The reactants are: [Cl:1][C:2]1[CH:3]=[CH:4][C:5]([C:35]#[N:36])=[C:6]([C:8]2[C:13]([C:14]#[N:15])=[CH:12][N:11]([CH:16]([CH3:33])[C:17]([NH:19][C:20]3[CH:32]=[CH:31][C:23]([C:24]([O:26]C(C)(C)C)=[O:25])=[CH:22][CH:21]=3)=[O:18])[C:10](=[O:34])[CH:9]=2)[CH:7]=1.C(O)(C(F)(F)F)=O.